Dataset: Forward reaction prediction with 1.9M reactions from USPTO patents (1976-2016). Task: Predict the product of the given reaction. (1) Given the reactants [CH3:1][NH:2][CH3:3].Cl.[CH2:5]([O:7][CH:8]([O:10][CH:11]([CH:19]1[CH2:24][CH2:23][C:22](=O)[CH2:21][CH2:20]1)[CH2:12][C:13]1[CH:18]=[CH:17][CH:16]=[CH:15][CH:14]=1)[CH3:9])[CH3:6].[C-:26]#[N:27].[K+], predict the reaction product. The product is: [CH3:1][N:2]([CH3:3])[C:22]1([C:26]#[N:27])[CH2:23][CH2:24][CH:19]([CH:11]([O:10][CH:8]([O:7][CH2:5][CH3:6])[CH3:9])[CH2:12][C:13]2[CH:18]=[CH:17][CH:16]=[CH:15][CH:14]=2)[CH2:20][CH2:21]1. (2) Given the reactants C1(N)CCCC1.BrC1C(Cl)=NC(Cl)=NC=1.[Cl:16][C:17]1[N:18]=[CH:19][C:20]2[CH:25]=[C:24]([CH3:26])[N:23]([CH:27]([CH2:30][CH3:31])[CH2:28][CH3:29])[C:21]=2[N:22]=1, predict the reaction product. The product is: [Cl:16][C:17]1[N:18]=[CH:19][C:20]2[CH:25]=[C:24]([CH3:26])[N:23]([CH:27]3[CH2:30][CH2:31][CH2:29][CH2:28]3)[C:21]=2[N:22]=1. (3) The product is: [CH:1]1([N:6]2[CH2:12][CH:11]([CH2:13][C:14]#[CH:15])[C:10](=[O:16])[N:9]([CH3:17])[C:8]3[CH:18]=[N:19][C:20]([NH:22][C:23]4[CH:31]=[CH:30][C:26]([C:27]([NH:34][C@@H:35]5[CH2:40][CH2:39][CH2:38][NH:37][CH2:36]5)=[O:29])=[CH:25][C:24]=4[O:32][CH3:33])=[N:21][C:7]2=3)[CH2:5][CH2:4][CH2:3][CH2:2]1. Given the reactants [CH:1]1([N:6]2[CH2:12][CH:11]([CH2:13][C:14]#[CH:15])[C:10](=[O:16])[N:9]([CH3:17])[C:8]3[CH:18]=[N:19][C:20]([NH:22][C:23]4[CH:31]=[CH:30][C:26]([C:27]([OH:29])=O)=[CH:25][C:24]=4[O:32][CH3:33])=[N:21][C:7]2=3)[CH2:5][CH2:4][CH2:3][CH2:2]1.[NH2:34][C@@H:35]1[CH2:40][CH2:39][CH2:38][N:37](C(OC(C)(C)C)=O)[CH2:36]1, predict the reaction product. (4) Given the reactants [H-].[Na+].[CH3:3][CH2:4][O:5][C:6]([CH2:8]P(OCC)(OCC)=O)=[O:7].[CH:17]12[CH2:24][CH:21]([CH2:22][CH2:23]1)[CH2:20][C:19](=O)[CH2:18]2.O, predict the reaction product. The product is: [CH:17]12[CH2:24][CH:21]([CH2:22][CH2:23]1)[CH2:20][C:19](=[CH:8][C:6]([O:5][CH2:4][CH3:3])=[O:7])[CH2:18]2. (5) Given the reactants [C:1]1([S:7]([N:10]2[C:14]3=[N:15][CH:16]=[C:17]([NH2:33])[C:18]([NH:19][C@@H:20]4[CH2:25][CH2:24][CH2:23][N:22]([CH2:26][C:27]5[CH:32]=[CH:31][CH:30]=[CH:29][CH:28]=5)[CH2:21]4)=[C:13]3[CH:12]=[CH:11]2)(=[O:9])=[O:8])[CH:6]=[CH:5][CH:4]=[CH:3][CH:2]=1.[N:34](OCCCC)=O, predict the reaction product. The product is: [C:1]1([S:7]([N:10]2[CH:11]=[CH:12][C:13]3[C:14]2=[N:15][CH:16]=[C:17]2[C:18]=3[N:19]([C@@H:20]3[CH2:25][CH2:24][CH2:23][N:22]([CH2:26][C:27]4[CH:32]=[CH:31][CH:30]=[CH:29][CH:28]=4)[CH2:21]3)[N:34]=[N:33]2)(=[O:8])=[O:9])[CH:6]=[CH:5][CH:4]=[CH:3][CH:2]=1. (6) Given the reactants [CH3:1][O:2][C:3]1[CH:8]=[CH:7][C:6]([CH2:9][C:10]#[N:11])=[CH:5][CH:4]=1.[Na].[C:13](OCC)(=[O:15])[CH3:14], predict the reaction product. The product is: [CH3:1][O:2][C:3]1[CH:8]=[CH:7][C:6]([CH:9]([C:13](=[O:15])[CH3:14])[C:10]#[N:11])=[CH:5][CH:4]=1.